From a dataset of Forward reaction prediction with 1.9M reactions from USPTO patents (1976-2016). Predict the product of the given reaction. (1) The product is: [F:4][C:5]1[CH:10]=[CH:9][C:8]([C:11](=[O:21])[CH2:12][CH2:13][CH2:14][N:15]2[CH2:20][CH2:19][CH2:18][CH2:17][CH2:16]2)=[CH:7][CH:6]=1. Given the reactants [OH-].[Na+].Cl.[F:4][C:5]1[CH:10]=[CH:9][C:8]([C:11](=[O:21])[CH2:12][CH2:13][CH2:14][N:15]2[CH2:20][CH2:19][CH2:18][CH2:17][CH2:16]2)=[CH:7][CH:6]=1, predict the reaction product. (2) The product is: [Cl:1][C:2]1[CH:7]=[CH:6][C:5]([C:8]2[CH:13]=[CH:12][C:11]([CH3:14])=[C:10]([CH:15]3[C:16](=[O:28])[CH2:17][CH:18]([CH2:22][CH:23]=[O:24])[CH2:19][C:20]3=[O:21])[CH:9]=2)=[CH:4][CH:3]=1. Given the reactants [Cl:1][C:2]1[CH:7]=[CH:6][C:5]([C:8]2[CH:13]=[CH:12][C:11]([CH3:14])=[C:10]([CH:15]3[C:20](=[O:21])[CH2:19][CH:18]([CH2:22][CH:23]4OCC[O:24]4)[CH2:17][C:16]3=[O:28])[CH:9]=2)=[CH:4][CH:3]=1.Cl, predict the reaction product. (3) Given the reactants [NH:1]1[CH2:9][CH2:8][CH:4]([C:5]([OH:7])=[O:6])[CH2:3][CH2:2]1.[OH-].[Na+].[C:12]([O:16][C:17](O[C:17]([O:16][C:12]([CH3:15])([CH3:14])[CH3:13])=[O:18])=[O:18])([CH3:15])([CH3:14])[CH3:13], predict the reaction product. The product is: [C:12]([O:16][C:17]([N:1]1[CH2:9][CH2:8][CH:4]([C:5]([OH:7])=[O:6])[CH2:3][CH2:2]1)=[O:18])([CH3:15])([CH3:14])[CH3:13]. (4) Given the reactants C([O:5][C:6](=[O:54])[C:7]([O:10]/[N:11]=[C:12](/[C:41]1[N:42]=[C:43]([NH:46]C(OC(C)(C)C)=O)[S:44][CH:45]=1)\[C:13]([NH:15][C@@H:16]1[C:19](=[O:20])[N:18]([S:21]([OH:24])(=[O:23])=[O:22])[C@@H:17]1[CH2:25][C:26]1[N:27]=[N:28][N:29]([CH2:31][CH2:32][NH:33]C(OC(C)(C)C)=O)[CH:30]=1)=[O:14])([CH3:9])[CH3:8])(C)(C)C.C(O)(C(F)(F)F)=O, predict the reaction product. The product is: [NH2:33][CH2:32][CH2:31][N:29]1[CH:30]=[C:26]([CH2:25][C@@H:17]2[C@H:16]([NH:15][C:13](=[O:14])/[C:12](=[N:11]\[O:10][C:7]([CH3:9])([CH3:8])[C:6]([OH:54])=[O:5])/[C:41]3[N:42]=[C:43]([NH2:46])[S:44][CH:45]=3)[C:19](=[O:20])[N:18]2[S:21]([OH:24])(=[O:22])=[O:23])[N:27]=[N:28]1. (5) The product is: [Cl:18][C:16]1[CH:15]=[CH:14][C:13]([F:19])=[C:12]([C:4]2[N:3]=[C:2]([I:20])[C:11]3[CH2:10][CH2:9][CH2:8][CH2:7][C:6]=3[N:5]=2)[CH:17]=1. Given the reactants Cl[C:2]1[C:11]2[CH2:10][CH2:9][CH2:8][CH2:7][C:6]=2[N:5]=[C:4]([C:12]2[CH:17]=[C:16]([Cl:18])[CH:15]=[CH:14][C:13]=2[F:19])[N:3]=1.[IH:20].[Na+].[I-], predict the reaction product. (6) Given the reactants [CH2:1]1[C:9]2[C:4](=[CH:5][CH:6]=[CH:7][CH:8]=2)[CH2:3][CH:2]1[NH:10][C:11]([C:13]1[CH:18]=[CH:17][CH:16]=[C:15]([C:19]2[C:27]3[C:22](=[CH:23][CH:24]=[C:25]([C:28]4[N:32]=[CH:31][N:30](C(C5C=CC=CC=5)(C5C=CC=CC=5)C5C=CC=CC=5)[N:29]=4)[CH:26]=3)[N:21](C3CCCCO3)[N:20]=2)[CH:14]=1)=[O:12].Cl.C(=O)(O)[O-].[Na+], predict the reaction product. The product is: [NH:29]1[C:28]([C:25]2[CH:26]=[C:27]3[C:22](=[CH:23][CH:24]=2)[NH:21][N:20]=[C:19]3[C:15]2[CH:14]=[C:13]([C:11]([NH:10][CH:2]3[CH2:1][C:9]4[C:4](=[CH:5][CH:6]=[CH:7][CH:8]=4)[CH2:3]3)=[O:12])[CH:18]=[CH:17][CH:16]=2)=[N:32][CH:31]=[N:30]1. (7) Given the reactants [CH3:1][C:2]1([CH3:11])[O:6][C@@H:5]2[CH2:7][CH2:8][C@H:9](O)[C@@H:4]2[O:3]1.C1(P(C2C=CC=CC=2)C2C=CC=CC=2)C=CC=CC=1.[F:31][C:32]1[C:37]2[N:38]=[CH:39][NH:40][C:36]=2[C:35]([F:41])=[CH:34][N:33]=1.CC(OC(/N=N/C(OC(C)C)=O)=O)C, predict the reaction product. The product is: [CH3:1][C:2]1([CH3:11])[O:6][C@@H:5]2[CH2:7][CH2:8][C@@H:9]([N:40]3[C:36]4[C:35]([F:41])=[CH:34][N:33]=[C:32]([F:31])[C:37]=4[N:38]=[CH:39]3)[C@@H:4]2[O:3]1.[CH3:1][C:2]1([CH3:11])[O:6][C@@H:5]2[CH2:7][CH2:8][C@@H:9]([N:38]3[C:37]4[C:32]([F:31])=[N:33][CH:34]=[C:35]([F:41])[C:36]=4[N:40]=[CH:39]3)[C@@H:4]2[O:3]1. (8) The product is: [Cl:23][CH2:24][C@H:25]1[C:33]2[C:32]3[CH:34]=[CH:35][CH:36]=[CH:37][C:31]=3[C:30]([O:15][S:8]([C:11]([F:14])([F:13])[F:12])(=[O:10])=[O:9])=[CH:29][C:28]=2[N:27]([C:39]([O:41][C:42]([CH3:45])([CH3:44])[CH3:43])=[O:40])[CH2:26]1. Given the reactants C(N(CC)CC)C.[S:8]([O:15]S(C(F)(F)F)(=O)=O)([C:11]([F:14])([F:13])[F:12])(=[O:10])=[O:9].[Cl:23][CH2:24][C@H:25]1[C:33]2[C:32]3[CH:34]=[CH:35][CH:36]=[CH:37][C:31]=3[C:30](O)=[CH:29][C:28]=2[N:27]([C:39]([O:41][C:42]([CH3:45])([CH3:44])[CH3:43])=[O:40])[CH2:26]1, predict the reaction product. (9) Given the reactants [O-]S(C(F)(F)F)(=O)=O.[Yb+3].[O-]S(C(F)(F)F)(=O)=O.[O-]S(C(F)(F)F)(=O)=O.[F:26][C:27]([F:36])([F:35])[C:28]1[CH:29]=[C:30]([CH:32]=[CH:33][CH:34]=1)[NH2:31].[C:37]1(=O)[CH2:42][CH2:41][CH2:40][C:39](=[O:43])[CH2:38]1.CO, predict the reaction product. The product is: [F:26][C:27]([F:35])([F:36])[C:28]1[CH:29]=[C:30]([NH:31][C:37]2[CH2:42][CH2:41][CH2:40][C:39](=[O:43])[CH:38]=2)[CH:32]=[CH:33][CH:34]=1. (10) Given the reactants BrC1N2C=NC=C2C(=O)N(C[C:13]2[CH:18]=[CH:17][C:16]([O:19]C)=[CH:15][CH:14]=2)C=1.[ClH:21].Br[C:23]1[CH:24]=[CH:25][C:26]2[N:30]=[CH:29][NH:28][C:27]=2[CH:31]=1, predict the reaction product. The product is: [NH:28]1[C:27]2[CH:31]=[CH:23][C:24]([C:15]3[CH:14]=[C:13]([Cl:21])[CH:18]=[CH:17][C:16]=3[OH:19])=[CH:25][C:26]=2[N:30]=[CH:29]1.